Dataset: Full USPTO retrosynthesis dataset with 1.9M reactions from patents (1976-2016). Task: Predict the reactants needed to synthesize the given product. (1) Given the product [CH3:1][O:2][C:3]1[CH:12]=[C:11]2[C:6]([CH:7]=[C:8]([C:14]3[N:27]=[C:28]([C:29]([CH3:39])([S:30]([C:33]4[CH:34]=[CH:35][CH:36]=[CH:37][CH:38]=4)(=[O:32])=[O:31])[CH3:40])[S:41][CH:18]=3)[C:9](=[O:13])[NH:10]2)=[CH:5][CH:4]=1, predict the reactants needed to synthesize it. The reactants are: [CH3:1][O:2][C:3]1[CH:12]=[C:11]2[C:6]([CH:7]=[C:8]([C:14]3N=C(CSC4C=CC=CC=4)S[CH:18]=3)[C:9](=[O:13])[NH:10]2)=[CH:5][CH:4]=1.[NH2:27][C:28](=[S:41])[C:29]([CH3:40])([CH3:39])[S:30]([C:33]1[CH:38]=[CH:37][CH:36]=[CH:35][CH:34]=1)(=[O:32])=[O:31]. (2) Given the product [CH3:15][O:7][C:6](=[O:8])[C:5]1[C:9]([CH3:11])=[CH:10][C:2]([Br:1])=[CH:3][C:4]=1[Cl:12], predict the reactants needed to synthesize it. The reactants are: [Br:1][C:2]1[CH:10]=[C:9]([CH3:11])[C:5]([C:6]([OH:8])=[O:7])=[C:4]([Cl:12])[CH:3]=1.[N+](=[CH2:15])=[N-]. (3) Given the product [CH3:33][C:31]1[S:32][C:28]([C:23]2[C:14]([O:13][CH2:12][C@H:10]3[CH2:11][C@@H:9]3[C:6]3[CH:5]=[CH:4][C:3]([O:2][CH3:1])=[CH:8][N:7]=3)=[N:15][C:16]3[C:21]([CH:22]=2)=[N:20][CH:19]=[CH:18][CH:17]=3)=[C:29]([CH3:34])[N:30]=1, predict the reactants needed to synthesize it. The reactants are: [CH3:1][O:2][C:3]1[CH:4]=[CH:5][C:6]([C@H:9]2[CH2:11][C@@H:10]2[CH2:12][O:13][C:14]2[C:23](B(O)O)=[CH:22][C:21]3[C:16](=[CH:17][CH:18]=[CH:19][N:20]=3)[N:15]=2)=[N:7][CH:8]=1.Br[C:28]1[S:32][C:31]([CH3:33])=[N:30][C:29]=1[CH3:34].[O-]P([O-])([O-])=O.[K+].[K+].[K+].COC1C=CC=C(OC)C=1C1C=CC=CC=1P(C1CCCCC1)C1CCCCC1. (4) Given the product [F:10][C:3]1[CH:4]=[C:5]([O:8][CH3:9])[CH:6]=[CH:7][C:2]=1[C:17]1([OH:16])[CH2:20][CH:19]([C:21]([O:23][CH3:24])=[O:22])[CH2:18]1, predict the reactants needed to synthesize it. The reactants are: Br[C:2]1[CH:7]=[CH:6][C:5]([O:8][CH3:9])=[CH:4][C:3]=1[F:10].[Li]CCCC.[O:16]=[C:17]1[CH2:20][CH:19]([C:21]([O:23][CH3:24])=[O:22])[CH2:18]1.[NH4+].[Cl-]. (5) Given the product [Cl:16][C:17]1[CH:22]=[C:21]([Cl:23])[CH:20]=[CH:19][C:18]=1[C:24]1[CH:25]=[C:26]([OH:28])[N:7]([CH3:6])[N:8]=1, predict the reactants needed to synthesize it. The reactants are: S(O)(O)(=O)=O.[CH3:6][NH:7][NH2:8].C(N(CC)CC)C.[Cl:16][C:17]1[CH:22]=[C:21]([Cl:23])[CH:20]=[CH:19][C:18]=1[C:24](=O)[CH2:25][C:26]([O:28]C)=O.CCCCCC. (6) Given the product [OH:8][CH2:7][C:6]1[CH:9]=[CH:10][C:3]([CH2:2][N:13]2[CH:14]=[CH:15][CH:16]=[CH:17][C:12]2=[O:11])=[CH:4][CH:5]=1, predict the reactants needed to synthesize it. The reactants are: Cl[CH2:2][C:3]1[CH:10]=[CH:9][C:6]([CH2:7][OH:8])=[CH:5][CH:4]=1.[OH:11][C:12]1[CH:17]=[CH:16][CH:15]=[CH:14][N:13]=1.C(=O)([O-])[O-].[K+].[K+]. (7) Given the product [F:1][C:2]1[CH:3]=[CH:4][C:5]([OH:22])=[C:6](/[CH:7]=[C:8]2/[C:9](=[O:20])[N:10]=[C:11]([N:13]3[CH2:18][CH2:17][N:16]([CH2:25][CH2:24][OH:26])[CH2:15][C@H:14]3[CH3:19])[S:12]/2)[CH:21]=1, predict the reactants needed to synthesize it. The reactants are: [F:1][C:2]1[CH:3]=[CH:4][C:5]([OH:22])=[C:6]([CH:21]=1)/[CH:7]=[C:8]1/[C:9](=[O:20])[N:10]=[C:11]([N:13]2[CH2:18][CH2:17][NH:16][CH2:15][C@H:14]2[CH3:19])[S:12]/1.Br[CH:24]([OH:26])[CH3:25]. (8) The reactants are: [Li+].[CH3:2][Si]([N-][Si](C)(C)C)(C)C.[CH3:11][C:12]1([CH3:19])[S:16][CH:15]([CH3:17])[C:14](=[O:18])[O:13]1.O([CH2:28][CH2:29][CH2:30][CH2:31][CH2:32][CH2:33][CH2:34]C)S(C(F)(F)F)(=O)=O.Cl. Given the product [CH3:11][C:12]1([CH3:19])[S:16][C:15]([CH3:2])([CH2:17][CH2:28][CH2:29][CH2:30][CH2:31][CH2:32][CH2:33][CH3:34])[C:14](=[O:18])[O:13]1, predict the reactants needed to synthesize it. (9) The reactants are: CC(C)=O.OS(O)(=O)=O.O=[Cr](=O)=O.[CH3:14][C:15]([C@H:17]1[C@@H:21]2[C@@H:22]3[C@@:35]([CH3:38])([CH2:36][CH2:37][C@@:20]2([C:44]([OH:46])=[O:45])[CH2:19][CH2:18]1)[C@@:34]1([CH3:39])[C@@H:25]([C@:26]2([CH3:43])[C@@H:31]([CH2:32][CH2:33]1)[C:30]([CH3:41])([CH3:40])[C@@H:29]([OH:42])[CH2:28][CH2:27]2)[CH2:24][CH2:23]3)=[CH2:16]. Given the product [CH3:16][C:15]([C@H:17]1[C@@H:21]2[C@@H:22]3[C@@:35]([CH3:38])([CH2:36][CH2:37][C@@:20]2([C:44]([OH:46])=[O:45])[CH2:19][CH2:18]1)[C@@:34]1([CH3:39])[C@@H:25]([C@:26]2([CH3:43])[C@@H:31]([CH2:32][CH2:33]1)[C:30]([CH3:41])([CH3:40])[C:29](=[O:42])[CH2:28][CH2:27]2)[CH2:24][CH2:23]3)=[CH2:14], predict the reactants needed to synthesize it.